This data is from Forward reaction prediction with 1.9M reactions from USPTO patents (1976-2016). The task is: Predict the product of the given reaction. (1) Given the reactants [Cl:1][C:2]1[CH:7]=[CH:6][CH:5]=[CH:4][C:3]=1[O:8][CH3:9].S(=O)(=O)(O)O.[CH3:15][C:16]([CH3:21])=[CH:17][C:18]([OH:20])=[O:19], predict the reaction product. The product is: [Cl:1][C:2]1[CH:7]=[C:6]([C:16]([CH3:21])([CH3:15])[CH2:17][C:18]([OH:20])=[O:19])[CH:5]=[CH:4][C:3]=1[O:8][CH3:9]. (2) Given the reactants C(OC(=O)[NH:7][C:8]1[CH:13]=[CH:12][CH:11]=[C:10]([CH2:14][N:15]2[CH:19]=[CH:18][C:17]([NH:20][C:21](=[O:40])[C@@H:22]([C:29]3[CH:34]=[CH:33][C:32]([S:35]([CH3:38])(=[O:37])=[O:36])=[C:31]([Cl:39])[CH:30]=3)[CH2:23][CH:24]3[CH2:28][CH2:27][CH2:26][CH2:25]3)=[N:16]2)[CH:9]=1)(C)(C)C.FC(F)(F)C(O)=O, predict the reaction product. The product is: [NH2:7][C:8]1[CH:9]=[C:10]([CH:11]=[CH:12][CH:13]=1)[CH2:14][N:15]1[CH:19]=[CH:18][C:17]([NH:20][C:21](=[O:40])[C@@H:22]([C:29]2[CH:34]=[CH:33][C:32]([S:35]([CH3:38])(=[O:37])=[O:36])=[C:31]([Cl:39])[CH:30]=2)[CH2:23][CH:24]2[CH2:28][CH2:27][CH2:26][CH2:25]2)=[N:16]1. (3) Given the reactants [Cl:1][C:2]1[C:7]([O:8][CH3:9])=[CH:6][C:5]([O:10][CH3:11])=[C:4]([Cl:12])[C:3]=1[N:13]([CH2:40][O:41][CH2:42][CH2:43][Si:44]([CH3:47])([CH3:46])[CH3:45])[C:14]([N:16]([CH3:39])[C:17]1[CH:22]=[C:21]([NH:23][C:24]2[CH:29]=[CH:28][C:27]([N:30]3[CH2:35][CH2:34][O:33][CH2:32][CH2:31]3)=[CH:26][C:25]=2[N+:36]([O-:38])=[O:37])[N:20]=[CH:19][N:18]=1)=[O:15].[CH3:48][C:49]([O:52][C:53](O[C:53]([O:52][C:49]([CH3:51])([CH3:50])[CH3:48])=[O:54])=[O:54])([CH3:51])[CH3:50], predict the reaction product. The product is: [C:49]([O:52][C:53](=[O:54])[N:23]([C:21]1[CH:22]=[C:17]([N:16]([CH3:39])[C:14]([N:13]([C:3]2[C:2]([Cl:1])=[C:7]([O:8][CH3:9])[CH:6]=[C:5]([O:10][CH3:11])[C:4]=2[Cl:12])[CH2:40][O:41][CH2:42][CH2:43][Si:44]([CH3:47])([CH3:45])[CH3:46])=[O:15])[N:18]=[CH:19][N:20]=1)[C:24]1[CH:29]=[CH:28][C:27]([N:30]2[CH2:35][CH2:34][O:33][CH2:32][CH2:31]2)=[CH:26][C:25]=1[N+:36]([O-:38])=[O:37])([CH3:51])([CH3:50])[CH3:48].